Dataset: Forward reaction prediction with 1.9M reactions from USPTO patents (1976-2016). Task: Predict the product of the given reaction. (1) Given the reactants [Br:1][C:2]1[CH:7]=[CH:6][C:5]([NH:8][C:9](=[O:25])[C:10]2[CH:15]=[CH:14][CH:13]=[C:12]([S:16]([N:19]3[CH2:24][CH2:23][O:22][CH2:21][CH2:20]3)(=[O:18])=[O:17])[CH:11]=2)=[C:4]([C:26]2[NH:30][N:29]=[N:28][N:27]=2)[CH:3]=1.ClC[CH2:33][C:34]([CH3:39])([CH3:38])[C:35]([O-:37])=[O:36].[I-].[Na+].[C:42]([O-])(=O)C.[K+], predict the reaction product. The product is: [C:35]([O:37][CH2:42][N:28]1[N:29]=[N:30][C:26]([C:4]2[CH:3]=[C:2]([Br:1])[CH:7]=[CH:6][C:5]=2[NH:8][C:9](=[O:25])[C:10]2[CH:15]=[CH:14][CH:13]=[C:12]([S:16]([N:19]3[CH2:24][CH2:23][O:22][CH2:21][CH2:20]3)(=[O:17])=[O:18])[CH:11]=2)=[N:27]1)(=[O:36])[C:34]([CH3:39])([CH3:38])[CH3:33]. (2) Given the reactants [Br:1][C:2]1[CH:7]=[CH:6][CH:5]=[C:4](I)[C:3]=1[CH3:9].[CH3:10][C:11]([CH3:45])([CH3:44])[C:12]([O:14][CH2:15][C@@H:16]1[C@@H:21]([O:22][C:23](=[O:28])[C:24]([CH3:27])([CH3:26])[CH3:25])[C@H:20]([O:29][C:30](=[O:35])[C:31]([CH3:34])([CH3:33])[CH3:32])[C@H:19]([O:36][C:37](=[O:42])[C:38]([CH3:41])([CH3:40])[CH3:39])[C@@H:18](Br)[O:17]1)=[O:13].Cl, predict the reaction product. The product is: [CH3:10][C:11]([CH3:45])([CH3:44])[C:12]([O:14][CH2:15][C@@H:16]1[C@@H:21]([O:22][C:23](=[O:28])[C:24]([CH3:25])([CH3:26])[CH3:27])[C@H:20]([O:29][C:30](=[O:35])[C:31]([CH3:33])([CH3:32])[CH3:34])[C@H:19]([O:36][C:37](=[O:42])[C:38]([CH3:41])([CH3:40])[CH3:39])[C@@H:18]([C:4]2[CH:5]=[CH:6][CH:7]=[C:2]([Br:1])[C:3]=2[CH3:9])[O:17]1)=[O:13]. (3) Given the reactants Cl.[CH:2]1([C:5]2[CH:6]=[C:7]([CH3:17])[C:8]([N:11]3[CH2:16][CH2:15][NH:14][CH2:13][CH2:12]3)=[N:9][CH:10]=2)[CH2:4][CH2:3]1.C(OCC)(=O)C.[OH-].[Na+].[Cl-].[Na+], predict the reaction product. The product is: [CH:2]1([C:5]2[CH:6]=[C:7]([CH3:17])[C:8]([N:11]3[CH2:12][CH2:13][NH:14][CH2:15][CH2:16]3)=[N:9][CH:10]=2)[CH2:4][CH2:3]1. (4) Given the reactants CC1(C)C(C)(C)OB([C:9]2[CH:10]=[C:11]3[C:15](=[CH:16][CH:17]=2)[N:14]([C:18]([O:20][C:21]([CH3:24])([CH3:23])[CH3:22])=[O:19])[CH2:13][CH2:12]3)O1.C([O-])([O-])=O.[K+].[K+].Br[C:33]1[C:34]([C:39]#[N:40])=[N:35][N:36]([CH3:38])[CH:37]=1, predict the reaction product. The product is: [C:39]([C:34]1[C:33]([C:9]2[CH:10]=[C:11]3[C:15](=[CH:16][CH:17]=2)[N:14]([C:18]([O:20][C:21]([CH3:22])([CH3:23])[CH3:24])=[O:19])[CH2:13][CH2:12]3)=[CH:37][N:36]([CH3:38])[N:35]=1)#[N:40]. (5) Given the reactants Cl[C:2]1[C:11]2[C:6](=[CH:7][CH:8]=[C:9]([O:12][CH3:13])[CH:10]=2)[CH:5]=[C:4]([Cl:14])[N:3]=1.C([O:19][K])(C)(C)C, predict the reaction product. The product is: [Cl:14][C:4]1[N:3]=[C:2]([OH:19])[C:11]2[C:6]([CH:5]=1)=[CH:7][CH:8]=[C:9]([O:12][CH3:13])[CH:10]=2. (6) The product is: [Cl:1][C:2]1[C:3]2[N:4]([CH:20]=[CH:21][N:22]=2)[CH:5]=[C:6]([C:17]([N:26]2[CH2:27][C:24]([CH:28]3[CH2:33][CH2:32][CH2:31][CH2:30][N:29]3[C:34]([O:36][C:37]([CH3:40])([CH3:39])[CH3:38])=[O:35])([OH:23])[CH2:25]2)=[O:18])[C:7]=1[NH:8][C:9]1[CH:14]=[CH:13][C:12]([I:15])=[CH:11][C:10]=1[F:16]. Given the reactants [Cl:1][C:2]1[C:3]2[N:4]([CH:20]=[CH:21][N:22]=2)[CH:5]=[C:6]([C:17](O)=[O:18])[C:7]=1[NH:8][C:9]1[CH:14]=[CH:13][C:12]([I:15])=[CH:11][C:10]=1[F:16].[OH:23][C:24]1([CH:28]2[CH2:33][CH2:32][CH2:31][CH2:30][N:29]2[C:34]([O:36][C:37]([CH3:40])([CH3:39])[CH3:38])=[O:35])[CH2:27][NH:26][CH2:25]1.Cl.CN(C)CCCN=C=NCC, predict the reaction product. (7) Given the reactants [OH:1][CH:2]([C@@H:14]([NH:28][C:29](=[O:43])[O:30][CH2:31][C:32]1([CH2:36][C:37]2[CH:38]=[N:39][CH:40]=[CH:41][CH:42]=2)[CH2:35][CH2:34][CH2:33]1)[CH2:15][CH2:16][CH2:17][CH2:18][NH:19][C:20]([N:22]1[CH2:27][CH2:26][O:25][CH2:24][CH2:23]1)=[O:21])[C:3](=[O:13])[NH:4][C@@H:5]([C:7]1[CH:12]=[CH:11][CH:10]=[CH:9][CH:8]=1)[CH3:6].OC([C@@H](NC(=O)OCC1(CC2C=CC=CC=2)CCCCC1)CCCCNC(N1CCOCC1)=O)C(=O)N[C@@H](C1C=CC=CC=1)C, predict the reaction product. The product is: [N:22]1([C:20]([NH:19][CH2:18][CH2:17][CH2:16][CH2:15][C@H:14]([NH:28][C:29](=[O:43])[O:30][CH2:31][C:32]2([CH2:36][C:37]3[CH:38]=[N:39][CH:40]=[CH:41][CH:42]=3)[CH2:35][CH2:34][CH2:33]2)[C:2](=[O:1])[C:3](=[O:13])[NH:4][C@@H:5]([C:7]2[CH:12]=[CH:11][CH:10]=[CH:9][CH:8]=2)[CH3:6])=[O:21])[CH2:27][CH2:26][O:25][CH2:24][CH2:23]1. (8) Given the reactants N1C=CC=CC=1CC(=O)C.[C:11]1([OH:17])[CH:16]=[CH:15][CH:14]=[CH:13][CH:12]=1.C([O-])([O-])=O.[Cs+].[Cs+].Br[C:25]1[CH:26]=[C:27]([C@@H:31]([NH2:33])[CH3:32])[CH:28]=[CH:29][CH:30]=1, predict the reaction product. The product is: [O:17]([C:25]1[CH:26]=[C:27]([C@@H:31]([NH2:33])[CH3:32])[CH:28]=[CH:29][CH:30]=1)[C:11]1[CH:16]=[CH:15][CH:14]=[CH:13][CH:12]=1.